From a dataset of Forward reaction prediction with 1.9M reactions from USPTO patents (1976-2016). Predict the product of the given reaction. (1) Given the reactants [CH3:1][O:2][C:3](=[O:17])[NH:4][C:5]1[S:6][C:7]([CH:10]2[CH2:15][CH2:14][C:13](=O)[CH2:12][CH2:11]2)=[CH:8][N:9]=1.[NH:18]1[CH2:21][CH:20]([NH:22][C:23]([CH2:25][NH:26][C:27](=[O:38])[C:28]2[CH:33]=[CH:32][CH:31]=[C:30]([C:34]([F:37])([F:36])[F:35])[CH:29]=2)=[O:24])[CH2:19]1, predict the reaction product. The product is: [CH3:1][O:2][C:3](=[O:17])[NH:4][C:5]1[S:6][C:7]([CH:10]2[CH2:15][CH2:14][CH:13]([N:18]3[CH2:21][CH:20]([NH:22][C:23](=[O:24])[CH2:25][NH:26][C:27](=[O:38])[C:28]4[CH:33]=[CH:32][CH:31]=[C:30]([C:34]([F:36])([F:37])[F:35])[CH:29]=4)[CH2:19]3)[CH2:12][CH2:11]2)=[CH:8][N:9]=1. (2) Given the reactants [Br:1][C:2]1[C:3]([N:20]2[CH2:25][CH2:24][N:23](C(NC3C=CC=CC=3)=O)[CH2:22][CH2:21]2)=[C:4]2[N:10]=[C:9]([C:11]3[CH:16]=[CH:15][C:14]([N:17]([CH3:19])[CH3:18])=[CH:13][CH:12]=3)[NH:8][C:5]2=[N:6][CH:7]=1.BrC1C(N2CCN([S:52]([CH3:55])(=[O:54])=[O:53])CC2)=C([N+]([O-])=O)C(N)=NC=1.[O-]S(S([O-])=O)=O.[Na+].[Na+].CN(C1C=CC(C=O)=CC=1)C, predict the reaction product. The product is: [Br:1][C:2]1[C:3]([N:20]2[CH2:25][CH2:24][N:23]([S:52]([CH3:55])(=[O:54])=[O:53])[CH2:22][CH2:21]2)=[C:4]2[N:10]=[C:9]([C:11]3[CH:16]=[CH:15][C:14]([N:17]([CH3:19])[CH3:18])=[CH:13][CH:12]=3)[NH:8][C:5]2=[N:6][CH:7]=1. (3) Given the reactants [Br:1][C:2]1[CH:10]=[C:9]2[C:5]([C:6]([CH2:11]N(C)C)=[CH:7][NH:8]2)=[CH:4][C:3]=1[F:15].[C-:16]#[N:17].[Na+], predict the reaction product. The product is: [Br:1][C:2]1[CH:10]=[C:9]2[C:5]([C:6]([CH2:11][C:16]#[N:17])=[CH:7][NH:8]2)=[CH:4][C:3]=1[F:15]. (4) Given the reactants [F:1][C:2]1([F:17])[CH2:6][N:5]([C:7]([O:9][C:10]([CH3:13])([CH3:12])[CH3:11])=[O:8])[CH:4]([CH2:14][CH:15]=[O:16])[CH2:3]1.[O-:18][Mn](=O)(=O)=O.[K+], predict the reaction product. The product is: [C:10]([O:9][C:7]([N:5]1[CH2:6][C:2]([F:1])([F:17])[CH2:3][CH:4]1[CH2:14][C:15]([OH:18])=[O:16])=[O:8])([CH3:11])([CH3:12])[CH3:13].